This data is from Full USPTO retrosynthesis dataset with 1.9M reactions from patents (1976-2016). The task is: Predict the reactants needed to synthesize the given product. (1) Given the product [CH3:33][O:34][C:35](=[O:23])[CH2:36][N:7]1[C:5](=[O:6])[C:4]2[C:3](=[CH:2][CH:12]=[C:11]([C:13]3[CH:18]=[CH:17][CH:16]=[CH:15][CH:14]=3)[CH:10]=2)[C:8]1=[O:9], predict the reactants needed to synthesize it. The reactants are: Br[C:2]1[CH:12]=[CH:11][CH:10]=[C:4]2[C:5]([NH:7][C:8](=[O:9])[C:3]=12)=[O:6].[C:13]1(B(O)O)[CH:18]=[CH:17][CH:16]=[CH:15][CH:14]=1.C(=O)([O-])[O-:23].[Cs+].[Cs+].C(=O)(O)[O-].[Na+].[CH3:33][O:34][CH2:35][CH2:36]OC. (2) Given the product [CH3:8][O:9][C:10]([C:11]1[CH:16]=[CH:15][C:14]2[N:17]([CH:18]3[CH2:19][CH:20]4[N:25]([CH3:26])[CH:23]([CH2:22][CH2:21]4)[CH2:24]3)[C:30]3[C:35]([O:27][C:13]=2[CH:12]=1)=[CH:34][CH:33]=[CH:32][CH:31]=3)=[O:28], predict the reactants needed to synthesize it. The reactants are: C(O)(C(F)(F)F)=O.[CH3:8][O:9][C:10](=[O:28])[C:11]1[CH:16]=[CH:15][C:14]([NH:17][CH:18]2[CH2:24][CH:23]3[N:25]([CH3:26])[CH:20]([CH2:21][CH2:22]3)[CH2:19]2)=[C:13]([OH:27])[CH:12]=1.F[C:30]1[CH:35]=[CH:34][CH:33]=[CH:32][C:31]=1[N+]([O-])=O.C(=O)([O-])[O-].[K+].[K+]. (3) Given the product [CH3:1][O:2][C:3]1[CH:8]=[CH:7][CH:6]=[CH:5][C:4]=1[N:9]1[CH2:10][CH2:11][N:12]([CH2:15][CH2:16][C:17]([NH:19][NH:20][C:28]([NH:27][C:21]2[CH:26]=[CH:25][CH:24]=[CH:23][CH:22]=2)=[O:29])=[O:18])[CH2:13][CH2:14]1, predict the reactants needed to synthesize it. The reactants are: [CH3:1][O:2][C:3]1[CH:8]=[CH:7][CH:6]=[CH:5][C:4]=1[N:9]1[CH2:14][CH2:13][N:12]([CH2:15][CH2:16][C:17]([NH:19][NH2:20])=[O:18])[CH2:11][CH2:10]1.[C:21]1([N:27]=[C:28]=[O:29])[CH:26]=[CH:25][CH:24]=[CH:23][CH:22]=1. (4) Given the product [O:1]=[C:2]1[C:7]([C:8]([OH:10])=[O:9])=[CH:6][NH:5][C:4]2[CH:13]=[CH:14][S:15][C:3]1=2, predict the reactants needed to synthesize it. The reactants are: [OH:1][C:2]1[C:7]([C:8]([O:10]CC)=[O:9])=[CH:6][N:5]=[C:4]2[CH:13]=[CH:14][S:15][C:3]=12. (5) Given the product [Br:13][C:14]1[CH:15]=[CH:16][CH:17]=[C:18]2[C:23]=1[N:22]=[C:21]([C:24]1([C:26]3[CH:27]=[CH:28][CH:29]=[CH:30][CH:31]=3)[CH2:1][CH2:25]1)[N:20]=[CH:19]2, predict the reactants needed to synthesize it. The reactants are: [CH3:1]C(C)([O-])C.[K+].[I-].C[S+](C)(C)=O.[Br:13][C:14]1[CH:15]=[CH:16][CH:17]=[C:18]2[C:23]=1[N:22]=[C:21]([C:24]([C:26]1[CH:31]=[CH:30][CH:29]=[CH:28][CH:27]=1)=[CH2:25])[N:20]=[CH:19]2. (6) Given the product [CH3:10][C:8]1[CH:7]=[CH:6][N:5]=[C:4]([NH:3][C:14]([C:16]2[N:17]([CH:35]([CH3:37])[CH3:36])[CH:18]=[C:19]([C:28]3[CH:33]=[CH:32][C:31]([F:34])=[CH:30][CH:29]=3)[C:20]=2[C:21]2[CH:22]=[CH:23][C:24]([F:27])=[CH:25][CH:26]=2)=[O:13])[N:9]=1, predict the reactants needed to synthesize it. The reactants are: [H-].[Na+].[NH2:3][C:4]1[N:9]=[C:8]([CH3:10])[CH:7]=[CH:6][N:5]=1.C([O:13][C:14]([C:16]1[N:17]([CH:35]([CH3:37])[CH3:36])[CH:18]=[C:19]([C:28]2[CH:33]=[CH:32][C:31]([F:34])=[CH:30][CH:29]=2)[C:20]=1[C:21]1[CH:26]=[CH:25][C:24]([F:27])=[CH:23][CH:22]=1)=O)C.Cl. (7) Given the product [C:1]([C:4]1[C:5]([NH:12][C:14]2[CH:19]=[CH:18][C:17]([N:20]3[CH2:23][CH:22]([O:24][CH2:25][CH2:26][O:27][CH:28]4[CH2:33][CH2:32][CH2:31][CH2:30][O:29]4)[CH2:21]3)=[CH:16][CH:15]=2)=[CH:6][C:7]([O:10][CH3:11])=[N:8][CH:9]=1)(=[O:3])[CH3:2], predict the reactants needed to synthesize it. The reactants are: [C:1]([C:4]1[C:5]([NH2:12])=[CH:6][C:7]([O:10][CH3:11])=[N:8][CH:9]=1)(=[O:3])[CH3:2].I[C:14]1[CH:19]=[CH:18][C:17]([N:20]2[CH2:23][CH:22]([O:24][CH2:25][CH2:26][O:27][CH:28]3[CH2:33][CH2:32][CH2:31][CH2:30][O:29]3)[CH2:21]2)=[CH:16][CH:15]=1. (8) Given the product [N:1]1([C:7]([NH:9][CH:10]([CH2:14][S:15]([CH2:18][C:19]2[CH:20]=[CH:21][CH:22]=[CH:23][CH:24]=2)(=[O:16])=[O:17])[C:11]([NH:25][CH:26]2[C:29](=[O:30])[NH:28][CH:27]2[O:31][C:32](=[O:34])[CH3:33])=[O:13])=[O:8])[CH2:2][CH2:3][O:4][CH2:5][CH2:6]1, predict the reactants needed to synthesize it. The reactants are: [N:1]1([C:7]([NH:9][CH:10]([CH2:14][S:15]([CH2:18][C:19]2[CH:24]=[CH:23][CH:22]=[CH:21][CH:20]=2)(=[O:17])=[O:16])[C:11]([OH:13])=O)=[O:8])[CH2:6][CH2:5][O:4][CH2:3][CH2:2]1.[NH2:25][CH:26]1[C:29](=[O:30])[NH:28][CH:27]1[O:31][C:32](=[O:34])[CH3:33].C(Cl)CCl.C1C=CC2N(O)N=NC=2C=1.CN1CCOCC1. (9) Given the product [CH3:1][O:2][C:3]([C:5]1[C:6]2[CH:7]=[CH:8][CH:9]=[N:10][C:11]=2[CH:12]=[C:13]([Br:16])[C:14]=1[NH2:15])=[O:4], predict the reactants needed to synthesize it. The reactants are: [CH3:1][O:2][C:3]([C:5]1[C:6]2[CH:7]=[CH:8][CH:9]=[N:10][C:11]=2[CH:12]=[CH:13][C:14]=1[NH2:15])=[O:4].[Br:16]N1C(=O)CCC1=O.